Dataset: Forward reaction prediction with 1.9M reactions from USPTO patents (1976-2016). Task: Predict the product of the given reaction. (1) Given the reactants [Cl:1][C:2]1[N:7]=[N:6][C:5]([NH:8][C:9]([NH:11][CH3:12])=[O:10])=[CH:4][C:3]=1[C:13]([F:16])([CH3:15])[CH3:14].[CH:17]([CH:19]=[O:20])=[O:18].[CH3:21][C:22]1C=CC(S(O)(=O)=O)=CC=1, predict the reaction product. The product is: [Cl:1][C:2]1[N:7]=[N:6][C:5]([N:8]2[CH:17]([OH:18])[CH:19]([O:20][CH2:21][CH3:22])[N:11]([CH3:12])[C:9]2=[O:10])=[CH:4][C:3]=1[C:13]([F:16])([CH3:14])[CH3:15]. (2) Given the reactants [Cl:1][C:2]1[CH:7]=[CH:6][C:5]([S:8]([N:11]2[CH:16]3[CH2:17][CH2:18][CH2:19][CH:12]2[C:13](=[CH:21]O)[C:14](=O)[CH2:15]3)(=[O:10])=[O:9])=[CH:4][CH:3]=1.[NH2:23][C:24]1[N:28]=[C:27]([NH2:29])[NH:26][N:25]=1, predict the reaction product. The product is: [Cl:1][C:2]1[CH:7]=[CH:6][C:5]([S:8]([N:11]2[CH:16]3[CH2:17][CH2:18][CH2:19][CH:12]2[C:13]2[CH:21]=[N:23][C:24]4[N:25]([C:14]=2[CH2:15]3)[N:26]=[C:27]([NH2:29])[N:28]=4)(=[O:10])=[O:9])=[CH:4][CH:3]=1. (3) Given the reactants Br[C:2]1[C:7]([O:8][CH3:9])=[CH:6][C:5]([N+:10]([O-:12])=[O:11])=[C:4]([Br:13])[N:3]=1.[CH3:14][O-:15].[Na+].O, predict the reaction product. The product is: [Br:13][C:4]1[C:5]([N+:10]([O-:12])=[O:11])=[CH:6][C:7]([O:8][CH3:9])=[C:2]([O:15][CH3:14])[N:3]=1.